From a dataset of Catalyst prediction with 721,799 reactions and 888 catalyst types from USPTO. Predict which catalyst facilitates the given reaction. (1) Reactant: [Cl:1][C:2]1[CH:3]=[N:4][CH:5]=[C:6]([Cl:9])[C:7]=1[CH3:8].C[O:11][C:12]([C:14]1[C:29]2[O:28][CH2:27][C:21]3([CH2:26][O:25][CH2:24][O:23][CH2:22]3)[CH2:20][O:19][C:18]=2[C:17]([O:30][CH3:31])=[CH:16][CH:15]=1)=O.[Li+].C[Si]([N-][Si](C)(C)C)(C)C. Product: [Cl:1][C:2]1[CH:3]=[N:4][CH:5]=[C:6]([Cl:9])[C:7]=1[CH2:8][C:12]([C:14]1[C:29]2[O:28][CH2:27][C:21]3([CH2:26][O:25][CH2:24][O:23][CH2:22]3)[CH2:20][O:19][C:18]=2[C:17]([O:30][CH3:31])=[CH:16][CH:15]=1)=[O:11]. The catalyst class is: 1. (2) Reactant: C([N:8]1[C@@H:13]2[C@H:14]([C:16](=[O:21])[N:17]([O:19][CH3:20])[CH3:18])[CH2:15][C@@:9]1([C:38]1[CH:43]=[CH:42][CH:41]=[CH:40][CH:39]=1)[C@H:10]([O:22][CH2:23][C:24]1[CH:29]=[C:28]([C:30]([F:33])([F:32])[F:31])[CH:27]=[C:26]([C:34]([F:37])([F:36])[F:35])[CH:25]=1)[CH2:11][CH2:12]2)C1C=CC=CC=1. Product: [F:37][C:34]([F:35])([F:36])[C:26]1[CH:25]=[C:24]([CH2:23][O:22][C@@H:10]2[CH2:11][CH2:12][C@@H:13]3[NH:8][C@@:9]2([C:38]2[CH:43]=[CH:42][CH:41]=[CH:40][CH:39]=2)[CH2:15][C@H:14]3[C:16](=[O:21])[N:17]([O:19][CH3:20])[CH3:18])[CH:29]=[C:28]([C:30]([F:33])([F:32])[F:31])[CH:27]=1. The catalyst class is: 45. (3) Reactant: [F:1][C:2]([F:27])([F:26])[C:3]1[CH:25]=[CH:24][CH:23]=[CH:22][C:4]=1[C:5]([N:7]1[CH2:12][CH2:11][N:10]([C:13]2[S:14][C:15]([C:18]([O:20]C)=[O:19])=[CH:16][N:17]=2)[CH2:9][CH2:8]1)=[O:6].[OH-].[Na+]. Product: [F:27][C:2]([F:1])([F:26])[C:3]1[CH:25]=[CH:24][CH:23]=[CH:22][C:4]=1[C:5]([N:7]1[CH2:8][CH2:9][N:10]([C:13]2[S:14][C:15]([C:18]([OH:20])=[O:19])=[CH:16][N:17]=2)[CH2:11][CH2:12]1)=[O:6]. The catalyst class is: 1. (4) Reactant: [NH2:1][C:2]1[CH:7]=[CH:6][C:5]([N:8]([CH2:30][C:31]2[CH:36]=[CH:35][CH:34]=[C:33]([C:37]#[N:38])[CH:32]=2)[CH:9]2[CH2:14][CH2:13][N:12]([CH:15]([CH3:29])[CH2:16][CH2:17][NH:18][C:19]([C:21]3[C:22]([CH3:28])=[N:23][CH:24]=[N:25][C:26]=3[CH3:27])=[O:20])[CH2:11][CH2:10]2)=[CH:4][CH:3]=1.[C:39](Cl)(Cl)=[O:40].[Cl-].[NH4+].CC[N:47](C(C)C)C(C)C. Product: [C:37]([C:33]1[CH:32]=[C:31]([CH:36]=[CH:35][CH:34]=1)[CH2:30][N:8]([C:5]1[CH:4]=[CH:3][C:2]([NH:1][C:39]([NH2:47])=[O:40])=[CH:7][CH:6]=1)[CH:9]1[CH2:14][CH2:13][N:12]([CH:15]([CH3:29])[CH2:16][CH2:17][NH:18][C:19]([C:21]2[C:26]([CH3:27])=[N:25][CH:24]=[N:23][C:22]=2[CH3:28])=[O:20])[CH2:11][CH2:10]1)#[N:38]. The catalyst class is: 11. (5) Reactant: [C:1](N1C=CC=CC1=O)(N1C=CC=CC1=O)=[S:2].[CH3:17][O:18][C:19]1[N:24]=[CH:23][C:22]([C:25]2[CH:30]=[C:29]([NH2:31])[N:28]=[CH:27][N:26]=2)=[CH:21][N:20]=1. Product: [N:31]([C:29]1[N:28]=[CH:27][N:26]=[C:25]([C:22]2[CH:21]=[N:20][C:19]([O:18][CH3:17])=[N:24][CH:23]=2)[CH:30]=1)=[C:1]=[S:2]. The catalyst class is: 120. (6) Reactant: [CH3:1][O:2][C:3]1[CH:66]=[CH:65][C:6]([CH2:7][O:8][C@H:9]([C@H:51]([CH3:64])[CH2:52][C@@H:53]([CH3:63])[CH2:54][O:55][Si:56]([C:59]([CH3:62])([CH3:61])[CH3:60])([CH3:58])[CH3:57])[C@@H:10]([CH3:50])[C:11]#[C:12][C:13](=[O:49])[CH2:14][C@H:15]([O:41][Si:42]([C:45]([CH3:48])([CH3:47])[CH3:46])([CH3:44])[CH3:43])[C@@H:16]([CH3:40])/[CH:17]=[CH:18]/[CH2:19][O:20][C:21]([C:34]2[CH:39]=[CH:38][CH:37]=[CH:36][CH:35]=2)([C:28]2[CH:33]=[CH:32][CH:31]=[CH:30][CH:29]=2)[C:22]2[CH:27]=[CH:26][CH:25]=[CH:24][CH:23]=2)=[CH:5][CH:4]=1. Product: [CH3:1][O:2][C:3]1[CH:66]=[CH:65][C:6]([CH2:7][O:8][C@H:9]([C@H:51]([CH3:64])[CH2:52][C@@H:53]([CH3:63])[CH2:54][O:55][Si:56]([C:59]([CH3:62])([CH3:61])[CH3:60])([CH3:57])[CH3:58])[C@@H:10]([CH3:50])[C:11]#[C:12][C@@H:13]([OH:49])[CH2:14][C@H:15]([O:41][Si:42]([C:45]([CH3:48])([CH3:47])[CH3:46])([CH3:44])[CH3:43])[C@@H:16]([CH3:40])/[CH:17]=[CH:18]/[CH2:19][O:20][C:21]([C:28]2[CH:29]=[CH:30][CH:31]=[CH:32][CH:33]=2)([C:34]2[CH:35]=[CH:36][CH:37]=[CH:38][CH:39]=2)[C:22]2[CH:23]=[CH:24][CH:25]=[CH:26][CH:27]=2)=[CH:5][CH:4]=1. The catalyst class is: 41. (7) Reactant: [CH3:1][C:2]([C:4]1[C:14]2[O:13][CH2:12][CH2:11][N:10]([C:15]([O:17][C:18]([CH3:21])([CH3:20])[CH3:19])=[O:16])[CH2:9][C:8]=2[CH:7]=[CH:6][CH:5]=1)=[CH2:3]. Product: [CH3:3][CH:2]([C:4]1[C:14]2[O:13][CH2:12][CH2:11][N:10]([C:15]([O:17][C:18]([CH3:20])([CH3:19])[CH3:21])=[O:16])[CH2:9][C:8]=2[CH:7]=[CH:6][CH:5]=1)[CH3:1]. The catalyst class is: 43. (8) Reactant: [Cl:1][C:2]1[CH:3]=[C:4]([C:9]2[CH:10]=[C:11]([C:21]([NH:23][CH2:24][C:25]([OH:27])=[O:26])=O)[CH:12]=[N:13][C:14]=2[O:15][CH2:16][C:17]([F:20])([F:19])[F:18])[CH:5]=[CH:6][C:7]=1[Cl:8].[F:28][C:29]([F:40])([F:39])[C:30](O[C:30](=[O:31])[C:29]([F:40])([F:39])[F:28])=[O:31]. Product: [Cl:1][C:2]1[CH:3]=[C:4]([C:9]2[CH:10]=[C:11]([C:21]3[O:26][C:25](=[O:27])[CH:24]([C:30](=[O:31])[C:29]([F:40])([F:39])[F:28])[N:23]=3)[CH:12]=[N:13][C:14]=2[O:15][CH2:16][C:17]([F:18])([F:19])[F:20])[CH:5]=[CH:6][C:7]=1[Cl:8]. The catalyst class is: 21.